Dataset: NCI-60 drug combinations with 297,098 pairs across 59 cell lines. Task: Regression. Given two drug SMILES strings and cell line genomic features, predict the synergy score measuring deviation from expected non-interaction effect. (1) Drug 1: C1=CC(=C2C(=C1NCCNCCO)C(=O)C3=C(C=CC(=C3C2=O)O)O)NCCNCCO. Drug 2: CC(C)CN1C=NC2=C1C3=CC=CC=C3N=C2N. Cell line: OVCAR3. Synergy scores: CSS=36.1, Synergy_ZIP=9.94, Synergy_Bliss=9.97, Synergy_Loewe=-6.98, Synergy_HSA=8.26. (2) Drug 1: CC1CC2C3CCC4=CC(=O)C=CC4(C3(C(CC2(C1(C(=O)CO)O)C)O)F)C. Drug 2: CN1C(=O)N2C=NC(=C2N=N1)C(=O)N. Cell line: NCI-H460. Synergy scores: CSS=28.0, Synergy_ZIP=-1.60, Synergy_Bliss=-1.10, Synergy_Loewe=2.30, Synergy_HSA=1.12. (3) Drug 1: C1CCN(CC1)CCOC2=CC=C(C=C2)C(=O)C3=C(SC4=C3C=CC(=C4)O)C5=CC=C(C=C5)O. Drug 2: C1=CC=C(C=C1)NC(=O)CCCCCCC(=O)NO. Cell line: MDA-MB-435. Synergy scores: CSS=4.50, Synergy_ZIP=0.851, Synergy_Bliss=7.84, Synergy_Loewe=-0.828, Synergy_HSA=3.07. (4) Drug 1: COCCOC1=C(C=C2C(=C1)C(=NC=N2)NC3=CC=CC(=C3)C#C)OCCOC. Drug 2: CC1CCC2CC(C(=CC=CC=CC(CC(C(=O)C(C(C(=CC(C(=O)CC(OC(=O)C3CCCCN3C(=O)C(=O)C1(O2)O)C(C)CC4CCC(C(C4)OC)OP(=O)(C)C)C)C)O)OC)C)C)C)OC. Cell line: T-47D. Synergy scores: CSS=42.3, Synergy_ZIP=9.75, Synergy_Bliss=10.6, Synergy_Loewe=13.6, Synergy_HSA=14.6. (5) Drug 1: CCC1(C2=C(COC1=O)C(=O)N3CC4=CC5=C(C=CC(=C5CN(C)C)O)N=C4C3=C2)O.Cl. Drug 2: COCCOC1=C(C=C2C(=C1)C(=NC=N2)NC3=CC=CC(=C3)C#C)OCCOC.Cl. Cell line: SK-MEL-2. Synergy scores: CSS=28.6, Synergy_ZIP=11.6, Synergy_Bliss=14.0, Synergy_Loewe=-17.1, Synergy_HSA=7.69. (6) Drug 1: CS(=O)(=O)C1=CC(=C(C=C1)C(=O)NC2=CC(=C(C=C2)Cl)C3=CC=CC=N3)Cl. Synergy scores: CSS=2.96, Synergy_ZIP=-1.32, Synergy_Bliss=-3.97, Synergy_Loewe=-5.68, Synergy_HSA=-5.25. Drug 2: CN(C(=O)NC(C=O)C(C(C(CO)O)O)O)N=O. Cell line: MALME-3M.